Dataset: Merck oncology drug combination screen with 23,052 pairs across 39 cell lines. Task: Regression. Given two drug SMILES strings and cell line genomic features, predict the synergy score measuring deviation from expected non-interaction effect. (1) Drug 1: O=C(NOCC(O)CO)c1ccc(F)c(F)c1Nc1ccc(I)cc1F. Drug 2: CCC1(O)C(=O)OCc2c1cc1n(c2=O)Cc2cc3c(CN(C)C)c(O)ccc3nc2-1. Cell line: OV90. Synergy scores: synergy=38.4. (2) Cell line: OV90. Drug 2: O=C(CCCCCCC(=O)Nc1ccccc1)NO. Drug 1: COc1cc(C2c3cc4c(cc3C(OC3OC5COC(C)OC5C(O)C3O)C3COC(=O)C23)OCO4)cc(OC)c1O. Synergy scores: synergy=6.87. (3) Drug 1: COC1CC2CCC(C)C(O)(O2)C(=O)C(=O)N2CCCCC2C(=O)OC(C(C)CC2CCC(OP(C)(C)=O)C(OC)C2)CC(=O)C(C)C=C(C)C(O)C(OC)C(=O)C(C)CC(C)C=CC=CC=C1C. Drug 2: CCC1(O)C(=O)OCc2c1cc1n(c2=O)Cc2cc3c(CN(C)C)c(O)ccc3nc2-1. Cell line: CAOV3. Synergy scores: synergy=16.1. (4) Synergy scores: synergy=-6.76. Cell line: A427. Drug 2: NC(=O)c1cccc2cn(-c3ccc(C4CCCNC4)cc3)nc12. Drug 1: CC(=O)OC1C(=O)C2(C)C(O)CC3OCC3(OC(C)=O)C2C(OC(=O)c2ccccc2)C2(O)CC(OC(=O)C(O)C(NC(=O)c3ccccc3)c3ccccc3)C(C)=C1C2(C)C. (5) Drug 1: C=CCn1c(=O)c2cnc(Nc3ccc(N4CCN(C)CC4)cc3)nc2n1-c1cccc(C(C)(C)O)n1. Drug 2: Cc1nc(Nc2ncc(C(=O)Nc3c(C)cccc3Cl)s2)cc(N2CCN(CCO)CC2)n1. Cell line: A427. Synergy scores: synergy=43.3. (6) Drug 1: CCN(CC)CCNC(=O)c1c(C)[nH]c(C=C2C(=O)Nc3ccc(F)cc32)c1C. Drug 2: O=C(NOCC(O)CO)c1ccc(F)c(F)c1Nc1ccc(I)cc1F. Cell line: SKMEL30. Synergy scores: synergy=11.8.